Dataset: NCI-60 drug combinations with 297,098 pairs across 59 cell lines. Task: Regression. Given two drug SMILES strings and cell line genomic features, predict the synergy score measuring deviation from expected non-interaction effect. (1) Drug 1: C1=CC(=CC=C1C#N)C(C2=CC=C(C=C2)C#N)N3C=NC=N3. Drug 2: CCN(CC)CCCC(C)NC1=C2C=C(C=CC2=NC3=C1C=CC(=C3)Cl)OC. Cell line: PC-3. Synergy scores: CSS=13.6, Synergy_ZIP=-4.59, Synergy_Bliss=0.573, Synergy_Loewe=-3.40, Synergy_HSA=0.815. (2) Drug 1: C1=CC(=C2C(=C1NCCNCCO)C(=O)C3=C(C=CC(=C3C2=O)O)O)NCCNCCO. Drug 2: CC1=CC=C(C=C1)C2=CC(=NN2C3=CC=C(C=C3)S(=O)(=O)N)C(F)(F)F. Cell line: HT29. Synergy scores: CSS=49.2, Synergy_ZIP=10.4, Synergy_Bliss=8.72, Synergy_Loewe=-4.09, Synergy_HSA=8.55. (3) Drug 1: CC1=C2C(C(=O)C3(C(CC4C(C3C(C(C2(C)C)(CC1OC(=O)C(C(C5=CC=CC=C5)NC(=O)OC(C)(C)C)O)O)OC(=O)C6=CC=CC=C6)(CO4)OC(=O)C)OC)C)OC. Drug 2: CC1C(C(=O)NC(C(=O)N2CCCC2C(=O)N(CC(=O)N(C(C(=O)O1)C(C)C)C)C)C(C)C)NC(=O)C3=C4C(=C(C=C3)C)OC5=C(C(=O)C(=C(C5=N4)C(=O)NC6C(OC(=O)C(N(C(=O)CN(C(=O)C7CCCN7C(=O)C(NC6=O)C(C)C)C)C)C(C)C)C)N)C. Cell line: HCC-2998. Synergy scores: CSS=31.7, Synergy_ZIP=-1.67, Synergy_Bliss=-4.65, Synergy_Loewe=-14.8, Synergy_HSA=-3.88. (4) Synergy scores: CSS=0.513, Synergy_ZIP=4.10, Synergy_Bliss=10.1, Synergy_Loewe=2.23, Synergy_HSA=3.66. Drug 1: CC1C(C(=O)NC(C(=O)N2CCCC2C(=O)N(CC(=O)N(C(C(=O)O1)C(C)C)C)C)C(C)C)NC(=O)C3=C4C(=C(C=C3)C)OC5=C(C(=O)C(=C(C5=N4)C(=O)NC6C(OC(=O)C(N(C(=O)CN(C(=O)C7CCCN7C(=O)C(NC6=O)C(C)C)C)C)C(C)C)C)N)C. Drug 2: CC1CCC2CC(C(=CC=CC=CC(CC(C(=O)C(C(C(=CC(C(=O)CC(OC(=O)C3CCCCN3C(=O)C(=O)C1(O2)O)C(C)CC4CCC(C(C4)OC)OCCO)C)C)O)OC)C)C)C)OC. Cell line: SNB-19. (5) Drug 1: CC12CCC3C(C1CCC2=O)CC(=C)C4=CC(=O)C=CC34C. Drug 2: CN(C)N=NC1=C(NC=N1)C(=O)N. Cell line: NCI-H522. Synergy scores: CSS=26.5, Synergy_ZIP=3.21, Synergy_Bliss=6.02, Synergy_Loewe=-9.79, Synergy_HSA=6.58. (6) Drug 1: CN1CCC(CC1)COC2=C(C=C3C(=C2)N=CN=C3NC4=C(C=C(C=C4)Br)F)OC. Drug 2: CC12CCC3C(C1CCC2OP(=O)(O)O)CCC4=C3C=CC(=C4)OC(=O)N(CCCl)CCCl.[Na+]. Cell line: SR. Synergy scores: CSS=6.24, Synergy_ZIP=-3.22, Synergy_Bliss=-4.33, Synergy_Loewe=-3.85, Synergy_HSA=-4.21. (7) Drug 1: C1=NC2=C(N1)C(=S)N=C(N2)N. Drug 2: C1C(C(OC1N2C=C(C(=O)NC2=O)F)CO)O. Cell line: SR. Synergy scores: CSS=63.7, Synergy_ZIP=1.98, Synergy_Bliss=-2.21, Synergy_Loewe=-3.40, Synergy_HSA=3.12. (8) Drug 1: CC1=C2C(C(=O)C3(C(CC4C(C3C(C(C2(C)C)(CC1OC(=O)C(C(C5=CC=CC=C5)NC(=O)OC(C)(C)C)O)O)OC(=O)C6=CC=CC=C6)(CO4)OC(=O)C)OC)C)OC. Drug 2: CC12CCC(CC1=CCC3C2CCC4(C3CC=C4C5=CN=CC=C5)C)O. Cell line: RPMI-8226. Synergy scores: CSS=59.9, Synergy_ZIP=-0.492, Synergy_Bliss=-1.91, Synergy_Loewe=-6.82, Synergy_HSA=-0.857. (9) Drug 1: CCC1=C2CN3C(=CC4=C(C3=O)COC(=O)C4(CC)O)C2=NC5=C1C=C(C=C5)O. Drug 2: CC(C)NC(=O)C1=CC=C(C=C1)CNNC.Cl. Cell line: PC-3. Synergy scores: CSS=20.9, Synergy_ZIP=-7.25, Synergy_Bliss=-4.94, Synergy_Loewe=-10.9, Synergy_HSA=-2.19. (10) Drug 2: CC1=C(C(=O)C2=C(C1=O)N3CC4C(C3(C2COC(=O)N)OC)N4)N. Drug 1: C1=CC(=CC=C1CCCC(=O)O)N(CCCl)CCCl. Cell line: HCT116. Synergy scores: CSS=67.0, Synergy_ZIP=1.33, Synergy_Bliss=0.0491, Synergy_Loewe=2.11, Synergy_HSA=5.02.